This data is from Forward reaction prediction with 1.9M reactions from USPTO patents (1976-2016). The task is: Predict the product of the given reaction. (1) Given the reactants N[C:2]1[C:3]2[C:30]([CH3:32])([CH3:31])[C:29](=[O:33])[NH:28][C:4]=2[N:5]=[C:6]([C:8]2[N:9]=[C:10]([CH2:18][C:19]3[C:24]([F:25])=[CH:23][CH:22]=[C:21]([F:26])[C:20]=3[F:27])[N:11]3[CH:16]=[C:15]([Cl:17])[CH:14]=[CH:13][C:12]=23)[N:7]=1.[I-:34].[Cs+].II.N(OCCC(C)C)=O, predict the reaction product. The product is: [Cl:17][C:15]1[CH:14]=[CH:13][C:12]2[N:11]([C:10]([CH2:18][C:19]3[C:24]([F:25])=[CH:23][CH:22]=[C:21]([F:26])[C:20]=3[F:27])=[N:9][C:8]=2[C:6]2[N:7]=[C:2]([I:34])[C:3]3[C:30]([CH3:32])([CH3:31])[C:29](=[O:33])[NH:28][C:4]=3[N:5]=2)[CH:16]=1. (2) Given the reactants [CH3:1][S:2]([O:5][C:6]1[N:11]=[C:10]2[N:12]([C:16]3[CH:21]=[CH:20][CH:19]=[CH:18][C:17]=3[O:22][C:23]([F:26])([F:25])[F:24])[C:13](O)=[N:14][C:9]2=[CH:8][CH:7]=1)(=[O:4])=[O:3].P(Cl)(Cl)([Cl:29])=O, predict the reaction product. The product is: [CH3:1][S:2]([O:5][C:6]1[N:11]=[C:10]2[N:12]([C:16]3[CH:21]=[CH:20][CH:19]=[CH:18][C:17]=3[O:22][C:23]([F:26])([F:25])[F:24])[C:13]([Cl:29])=[N:14][C:9]2=[CH:8][CH:7]=1)(=[O:4])=[O:3]. (3) Given the reactants [H-].[Na+].[CH2:3]([N:5]1[C:13]2[C:8](=[N:9][CH:10]=[CH:11][CH:12]=2)[C:7]([C:14]2[CH:19]=[CH:18][C:17]([OH:20])=[CH:16][CH:15]=2)=[N:6]1)[CH3:4].Cl[C:22]1[N:26]([CH2:27][O:28][CH2:29][CH2:30][Si:31]([CH3:34])([CH3:33])[CH3:32])[C:25]2[CH:35]=[CH:36][CH:37]=[CH:38][C:24]=2[N:23]=1.O, predict the reaction product. The product is: [CH2:3]([N:5]1[C:13]2[C:8](=[N:9][CH:10]=[CH:11][CH:12]=2)[C:7]([C:14]2[CH:19]=[CH:18][C:17]([O:20][C:22]3[N:26]([CH2:27][O:28][CH2:29][CH2:30][Si:31]([CH3:33])([CH3:34])[CH3:32])[C:25]4[CH:35]=[CH:36][CH:37]=[CH:38][C:24]=4[N:23]=3)=[CH:16][CH:15]=2)=[N:6]1)[CH3:4]. (4) Given the reactants [NH2:1][C:2](=[O:36])[C@@H:3]([NH:20][C:21]([C@@H:23]1[CH2:28][CH2:27][CH2:26][CH2:25][N:24]1[C:29]([O:31][C:32]([CH3:35])([CH3:34])[CH3:33])=[O:30])=[O:22])[CH2:4][C:5]1[CH:10]=[CH:9][C:8](B2OC(C)(C)C(C)(C)O2)=[CH:7][CH:6]=1.Br[C:38]1[CH:50]=[CH:49][C:41]2[N:42]([CH2:46][CH2:47][OH:48])[C:43](=[O:45])[S:44][C:40]=2[CH:39]=1, predict the reaction product. The product is: [NH2:1][C:2](=[O:36])[C@@H:3]([NH:20][C:21]([C@@H:23]1[CH2:28][CH2:27][CH2:26][CH2:25][N:24]1[C:29]([O:31][C:32]([CH3:33])([CH3:34])[CH3:35])=[O:30])=[O:22])[CH2:4][C:5]1[CH:10]=[CH:9][C:8]([C:38]2[CH:50]=[CH:49][C:41]3[N:42]([CH2:46][CH2:47][OH:48])[C:43](=[O:45])[S:44][C:40]=3[CH:39]=2)=[CH:7][CH:6]=1.